From a dataset of Full USPTO retrosynthesis dataset with 1.9M reactions from patents (1976-2016). Predict the reactants needed to synthesize the given product. (1) Given the product [O:10]=[C:9]1[CH:8]=[CH:7][C:6](=[O:11])[N:5]1[CH2:3][CH2:14][C:15]([CH3:20])([CH3:19])[C:16]([OH:18])=[O:17], predict the reactants needed to synthesize it. The reactants are: CO[C:3]([N:5]1[C:9](=[O:10])[CH:8]=[CH:7][C:6]1=[O:11])=O.NC[CH2:14][C:15]([CH3:20])([CH3:19])[C:16]([OH:18])=[O:17]. (2) Given the product [NH2:1][C:2]1[N:7]=[C:6]([C:8]2[CH:13]=[CH:12][CH:11]=[CH:10][C:9]=2[CH3:14])[C:5]([C:15]2[CH:16]=[CH:17][C:18](=[O:21])[N:19]([CH:22]([CH3:24])[CH3:23])[N:20]=2)=[CH:4][N:3]=1, predict the reactants needed to synthesize it. The reactants are: [NH2:1][C:2]1[N:7]=[C:6]([C:8]2[CH:13]=[CH:12][CH:11]=[CH:10][C:9]=2[CH3:14])[C:5]([C:15]2[CH:16]=[CH:17][C:18](=[O:21])[NH:19][N:20]=2)=[CH:4][N:3]=1.[CH:22](I)([CH3:24])[CH3:23]. (3) Given the product [NH2:25][C:17]1[CH:18]=[CH:19][C:20]([N+:22]([O-:24])=[O:23])=[CH:21][C:16]=1[CH2:15][NH:14][C:35](=[O:36])[O:37][C:38]([CH3:39])([CH3:40])[CH3:41], predict the reactants needed to synthesize it. The reactants are: N1C2=NC=CC(CNC([NH:14][CH2:15][C:16]3[CH:21]=[C:20]([N+:22]([O-:24])=[O:23])[CH:19]=[CH:18][C:17]=3[NH2:25])=S)=C2C=C1.[K].[C:35](O[C:35]([O:37][C:38]([CH3:41])([CH3:40])[CH3:39])=[O:36])([O:37][C:38]([CH3:41])([CH3:40])[CH3:39])=[O:36].